The task is: Binary Classification. Given a T-cell receptor sequence (or CDR3 region) and an epitope sequence, predict whether binding occurs between them.. This data is from TCR-epitope binding with 47,182 pairs between 192 epitopes and 23,139 TCRs. (1) The epitope is AVFDRKSDAK. The TCR CDR3 sequence is CAGGWGDEQFF. Result: 1 (the TCR binds to the epitope). (2) The epitope is IIKDYGKQM. The TCR CDR3 sequence is CASSQEHRGGSPLHF. Result: 0 (the TCR does not bind to the epitope). (3) The epitope is FTYASALWEI. The TCR CDR3 sequence is CASSYGQDSYEQYF. Result: 0 (the TCR does not bind to the epitope).